This data is from Full USPTO retrosynthesis dataset with 1.9M reactions from patents (1976-2016). The task is: Predict the reactants needed to synthesize the given product. Given the product [NH:32]1[CH2:31][CH:30]([N:8]2[C:4]3[N:5]=[CH:6][N:7]=[C:2]([NH2:1])[C:3]=3[C:10]([C:11]3[CH:12]=[C:13]4[C:17](=[CH:18][CH:19]=3)[N:16]([C:20](=[O:29])[CH2:21][C:22]3[CH:27]=[CH:26][CH:25]=[C:24]([CH3:28])[CH:23]=3)[CH2:15][CH2:14]4)=[CH:9]2)[CH2:33]1, predict the reactants needed to synthesize it. The reactants are: [NH2:1][C:2]1[C:3]2[C:10]([C:11]3[CH:12]=[C:13]4[C:17](=[CH:18][CH:19]=3)[N:16]([C:20](=[O:29])[CH2:21][C:22]3[CH:27]=[CH:26][CH:25]=[C:24]([CH3:28])[CH:23]=3)[CH2:15][CH2:14]4)=[CH:9][N:8]([CH:30]3[CH2:33][N:32](C(OC(C)(C)C)=O)[CH2:31]3)[C:4]=2[N:5]=[CH:6][N:7]=1.Cl.O1CCOCC1.